Dataset: Full USPTO retrosynthesis dataset with 1.9M reactions from patents (1976-2016). Task: Predict the reactants needed to synthesize the given product. (1) Given the product [Cl:26][C:22]1[CH:21]=[C:20]([CH:27]([N:29]2[CH2:34][CH2:33][O:32][CH2:31][CH2:30]2)[CH3:28])[C:19]([Cl:35])=[C:18]2[C:23]=1[CH2:24][CH2:25][N:16]([CH2:15][C:14]1[C:9](=[O:8])[NH:10][C:11]([CH3:38])=[CH:12][C:13]=1[CH3:37])[C:17]2=[O:36], predict the reactants needed to synthesize it. The reactants are: C([O:8][C:9]1[C:14]([CH2:15][N:16]2[CH2:25][CH2:24][C:23]3[C:18](=[C:19]([Cl:35])[C:20]([CH:27]([N:29]4[CH2:34][CH2:33][O:32][CH2:31][CH2:30]4)[CH3:28])=[CH:21][C:22]=3[Cl:26])[C:17]2=[O:36])=[C:13]([CH3:37])[CH:12]=[C:11]([CH3:38])[N:10]=1)C1C=CC=CC=1. (2) Given the product [NH:26]([C:10](=[O:12])[CH2:9][NH:8][C:6](=[O:7])[O:5][C:1]([CH3:4])([CH3:3])[CH3:2])[NH2:27], predict the reactants needed to synthesize it. The reactants are: [C:1]([O:5][C:6]([NH:8][CH2:9][C:10]([OH:12])=O)=[O:7])([CH3:4])([CH3:3])[CH3:2].CN1CCOCC1.ClC(OCC)=O.[NH2:26][NH2:27]. (3) Given the product [NH2:1][C:2]1[CH:7]=[CH:6][C:5]([C:8]2[CH2:9][C@H:10]3[CH:16]=[N:15][C:14]4[CH:26]=[C:27]([O:32][CH2:33][CH2:34][CH2:35][O:36][C:37]5[C:38]([O:68][CH3:69])=[CH:39][C:40]6[C:46](=[O:47])[N:45]7[CH:48]=[C:49]([C:51]8[CH:52]=[CH:53][C:54]([OH:57])=[CH:55][CH:56]=8)[CH2:50][C@H:44]7[CH:43]=[N:42][C:41]=6[CH:67]=5)[C:28]([O:30][CH3:31])=[CH:29][C:13]=4[C:12](=[O:70])[N:11]3[CH:71]=2)=[CH:4][CH:3]=1, predict the reactants needed to synthesize it. The reactants are: [NH2:1][C:2]1[CH:7]=[CH:6][C:5]([C:8]2[CH2:9][C@H:10]3[C:16](=O)[N:15](COCC[Si](C)(C)C)[C:14]4[CH:26]=[C:27]([O:32][CH2:33][CH2:34][CH2:35][O:36][C:37]5[C:38]([O:68][CH3:69])=[CH:39][C:40]6[C:46](=[O:47])[N:45]7[CH:48]=[C:49]([C:51]8[CH:56]=[CH:55][C:54]([OH:57])=[CH:53][CH:52]=8)[CH2:50][C@H:44]7[C:43](=O)[N:42](COCC[Si](C)(C)C)[C:41]=6[CH:67]=5)[C:28]([O:30][CH3:31])=[CH:29][C:13]=4[C:12](=[O:70])[N:11]3[CH:71]=2)=[CH:4][CH:3]=1.C([BH-](CC)CC)C.[Li+]. (4) Given the product [Cl:1][C:2]1[CH:27]=[C:26]([O:28][CH3:29])[CH:25]=[CH:24][C:3]=1[O:4][C:5]1[CH:10]=[CH:9][CH:8]=[CH:7][C:6]=1[NH:11][S:12]([C:15]1[CH:16]=[CH:17][C:18]([C:19]([NH:45][C@H:42]2[CH2:43][CH2:44][C@H:39]([CH2:38][CH2:37][N:32]3[CH2:36][CH2:35][CH2:34][CH2:33]3)[CH2:40][CH2:41]2)=[O:20])=[CH:22][CH:23]=1)(=[O:13])=[O:14], predict the reactants needed to synthesize it. The reactants are: [Cl:1][C:2]1[CH:27]=[C:26]([O:28][CH3:29])[CH:25]=[CH:24][C:3]=1[O:4][C:5]1[CH:10]=[CH:9][CH:8]=[CH:7][C:6]=1[NH:11][S:12]([C:15]1[CH:23]=[CH:22][C:18]([C:19](O)=[O:20])=[CH:17][CH:16]=1)(=[O:14])=[O:13].Cl.Cl.[N:32]1([CH2:37][CH2:38][C@H:39]2[CH2:44][CH2:43][C@H:42]([NH2:45])[CH2:41][CH2:40]2)[CH2:36][CH2:35][CH2:34][CH2:33]1. (5) The reactants are: [CH2:1]([S:3]([N:6]1[CH2:11][CH2:10][N:9]([C:12]2[N:13]=[C:14]3[C:19](=[N:20][CH:21]=2)[N:18]=CN(C)[C:15]3=[O:23])[CH2:8][CH2:7]1)(=[O:5])=[O:4])[CH3:2].[OH-:24].[Na+]. Given the product [NH2:18][C:19]1[C:14]([C:15]([OH:23])=[O:24])=[N:13][C:12]([N:9]2[CH2:8][CH2:7][N:6]([S:3]([CH2:1][CH3:2])(=[O:4])=[O:5])[CH2:11][CH2:10]2)=[CH:21][N:20]=1, predict the reactants needed to synthesize it. (6) Given the product [NH2:18][C:19]1[S:20][C:21]2[CH:27]=[C:26]([S:28][C@H:6]3[CH2:10][CH2:9][N:8]([C:11]([O:13][C:14]([CH3:15])([CH3:16])[CH3:17])=[O:12])[CH2:7]3)[CH:25]=[CH:24][C:22]=2[N:23]=1, predict the reactants needed to synthesize it. The reactants are: CS(O[C@@H:6]1[CH2:10][CH2:9][N:8]([C:11]([O:13][C:14]([CH3:17])([CH3:16])[CH3:15])=[O:12])[CH2:7]1)(=O)=O.[NH2:18][C:19]1[S:20][C:21]2[CH:27]=[C:26]([SH:28])[CH:25]=[CH:24][C:22]=2[N:23]=1.C(=O)([O-])[O-].[K+].[K+].[BH4-].[Na+]. (7) Given the product [C:1]([C:5]1[CH:12]=[CH:11][C:8]([CH2:9][NH:23][CH2:22][CH2:21][C:17]2[CH:18]=[CH:19][CH:20]=[C:15]([C:14]([F:13])([F:24])[F:25])[CH:16]=2)=[CH:7][CH:6]=1)([CH3:4])([CH3:3])[CH3:2], predict the reactants needed to synthesize it. The reactants are: [C:1]([C:5]1[CH:12]=[CH:11][C:8]([CH:9]=O)=[CH:7][CH:6]=1)([CH3:4])([CH3:3])[CH3:2].[F:13][C:14]([F:25])([F:24])[C:15]1[CH:16]=[C:17]([CH2:21][CH2:22][NH2:23])[CH:18]=[CH:19][CH:20]=1.[BH4-].[Na+].